This data is from Full USPTO retrosynthesis dataset with 1.9M reactions from patents (1976-2016). The task is: Predict the reactants needed to synthesize the given product. (1) Given the product [Cl:1][C:2]1[CH:3]=[C:4]([NH:9][C:10]2[N:15]=[C:14]([NH:16][CH2:17][CH2:18][CH2:19][N:20]([CH3:22])[CH3:21])[C:13]([C:23]3[CH:32]=[C:27]([C:28]4[NH:29][C:40](=[O:41])[O:31][N:30]=4)[CH:26]=[N:25][CH:24]=3)=[CH:12][N:11]=2)[CH:5]=[CH:6][C:7]=1[F:8], predict the reactants needed to synthesize it. The reactants are: [Cl:1][C:2]1[CH:3]=[C:4]([NH:9][C:10]2[N:15]=[C:14]([NH:16][CH2:17][CH2:18][CH2:19][N:20]([CH3:22])[CH3:21])[C:13]([C:23]3[CH:24]=[N:25][CH:26]=[C:27]([CH:32]=3)/[C:28](=[N:30]/[OH:31])/[NH2:29])=[CH:12][N:11]=2)[CH:5]=[CH:6][C:7]=1[F:8].C(N(CC)CC)C.[C:40](N1C=CN=C1)(N1C=CN=C1)=[O:41]. (2) Given the product [C:1]1([C:7]2[CH:8]=[CH:9][C:10]([N:13]3[CH2:18][CH2:17][NH:16][CH2:15][CH2:14]3)=[N:11][CH:12]=2)[CH:2]=[CH:3][CH:4]=[CH:5][CH:6]=1, predict the reactants needed to synthesize it. The reactants are: [C:1]1([C:7]2[CH:8]=[CH:9][C:10]([N:13]3[CH2:18][CH2:17][N:16](C(OC(C)(C)C)=O)[CH2:15][CH2:14]3)=[N:11][CH:12]=2)[CH:6]=[CH:5][CH:4]=[CH:3][CH:2]=1.CO.Cl. (3) Given the product [F:18][C:16]1[CH:15]=[C:14](/[CH:19]=[CH:20]/[C:21]([N:23]2[CH2:24][CH2:25][CH:26]([CH:29]=[O:30])[CH2:27][CH2:28]2)=[O:22])[CH:13]=[C:12]([F:11])[CH:17]=1, predict the reactants needed to synthesize it. The reactants are: C(Cl)(=O)C(Cl)=O.CS(C)=O.[F:11][C:12]1[CH:13]=[C:14](/[CH:19]=[CH:20]/[C:21]([N:23]2[CH2:28][CH2:27][CH:26]([CH2:29][OH:30])[CH2:25][CH2:24]2)=[O:22])[CH:15]=[C:16]([F:18])[CH:17]=1. (4) Given the product [CH3:1][CH:2]1[CH2:7][CH2:6][N:5]([CH2:8][C:9]2[CH:10]=[C:11]([C:15]3[CH:16]=[C:17]4[C:21](=[CH:22][CH:23]=3)[NH:20][N:19]=[C:18]4[C:30]([NH:32][C:33]3[CH:38]=[N:37][CH:36]=[CH:35][N:34]=3)=[O:31])[CH:12]=[N:13][CH:14]=2)[CH2:4][CH2:3]1, predict the reactants needed to synthesize it. The reactants are: [CH3:1][CH:2]1[CH2:7][CH2:6][N:5]([CH2:8][C:9]2[CH:10]=[C:11]([C:15]3[CH:16]=[C:17]4[C:21](=[CH:22][CH:23]=3)[N:20](C3CCCCO3)[N:19]=[C:18]4[C:30]([NH:32][C:33]3[CH:38]=[N:37][CH:36]=[CH:35][N:34]=3)=[O:31])[CH:12]=[N:13][CH:14]=2)[CH2:4][CH2:3]1.C[SiH](C)C.C(O)(C(F)(F)F)=O. (5) Given the product [F:20][CH:21]([F:27])[C:22]1[N:4]2[C:5]3[CH:6]=[C:7]([C:14]4[CH:19]=[CH:18][CH:17]=[CH:16][CH:15]=4)[C:8](=[O:13])[NH:9][C:10]=3[CH:11]=[CH:12][C:3]2=[N:1][N:2]=1, predict the reactants needed to synthesize it. The reactants are: [NH:1]([C:3]1[N:4]=[C:5]2[C:10](=[CH:11][CH:12]=1)[NH:9][C:8](=[O:13])[C:7]([C:14]1[CH:19]=[CH:18][CH:17]=[CH:16][CH:15]=1)=[CH:6]2)[NH2:2].[F:20][CH:21]([F:27])[C:22](OCC)=O.FC(F)C(O)=O.O. (6) Given the product [F:17][CH:16]([F:18])[CH:15]([C:13]1[CH:12]=[C:4]([C:5]([O:7][C:8]([CH3:11])([CH3:10])[CH3:9])=[O:6])[CH:3]=[C:2]([C:24]2[CH:23]=[CH:22][C:21]([F:20])=[CH:26][C:25]=2[F:27])[CH:14]=1)[OH:19], predict the reactants needed to synthesize it. The reactants are: Br[C:2]1[CH:3]=[C:4]([CH:12]=[C:13]([CH:15]([OH:19])[CH:16]([F:18])[F:17])[CH:14]=1)[C:5]([O:7][C:8]([CH3:11])([CH3:10])[CH3:9])=[O:6].[F:20][C:21]1[CH:26]=[C:25]([F:27])[CH:24]=[CH:23][C:22]=1B(O)O.[Na+].[Na+].[Na+].P(C1C=C(S([O-])(=O)=O)C=CC=1)(C1C=C(S([O-])(=O)=O)C=CC=1)C1C=C(S([O-])(=O)=O)C=CC=1.C(NC(C)C)(C)C. (7) Given the product [Br:27][C:15]1[N:11]([C:8]2[CH:7]=[CH:6][C:5]([C:1]([CH3:4])([CH3:2])[CH3:3])=[CH:10][CH:9]=2)[C:12]([C:16]2[CH:21]=[CH:20][CH:19]=[CH:18][CH:17]=2)=[N:13][N:14]=1, predict the reactants needed to synthesize it. The reactants are: [C:1]([C:5]1[CH:10]=[CH:9][C:8]([N:11]2[CH:15]=[N:14][N:13]=[C:12]2[C:16]2[CH:21]=[CH:20][CH:19]=[CH:18][CH:17]=2)=[CH:7][CH:6]=1)([CH3:4])([CH3:3])[CH3:2].C(Cl)(Cl)(Cl)Cl.[Br:27]N1C(=O)CCC1=O.C([O-])([O-])=O.[Na+].[Na+]. (8) Given the product [NH2:14][C@@H:10]1[CH2:11][CH2:12][CH2:13][N:8]([C:6]2[N:7]=[C:2]([Cl:1])[C:3]([C:22]#[N:23])=[N:4][CH:5]=2)[CH2:9]1, predict the reactants needed to synthesize it. The reactants are: [Cl:1][C:2]1[N:7]=[C:6]([N:8]2[CH2:13][CH2:12][CH2:11][C@@H:10]([NH:14]C(=O)OC(C)(C)C)[CH2:9]2)[CH:5]=[N:4][C:3]=1[C:22]#[N:23].Cl.